From a dataset of Reaction yield outcomes from USPTO patents with 853,638 reactions. Predict the reaction yield, written as a fraction of the theoretical maximum amount of product (1.0 means a 100% yield; for example, 0.34 means a 34% yield). (1) The reactants are [F:1][C:2]1[CH:3]=[CH:4][C:5]2[O:10][CH2:9][C:8](=[O:11])[NH:7][C:6]=2[CH:12]=1.Br[CH2:14][C@H:15]([CH3:25])[CH2:16][O:17][Si:18]([C:21]([CH3:24])([CH3:23])[CH3:22])([CH3:20])[CH3:19].C([O-])([O-])=O.[Cs+].[Cs+]. The catalyst is CCCCCCC.CCOC(C)=O. The product is [Si:18]([O:17][CH2:16][C@@H:15]([CH3:25])[CH2:14][N:7]1[C:6]2[CH:12]=[C:2]([F:1])[CH:3]=[CH:4][C:5]=2[O:10][CH2:9][C:8]1=[O:11])([C:21]([CH3:22])([CH3:23])[CH3:24])([CH3:19])[CH3:20]. The yield is 0.760. (2) The reactants are [Cl:1][C:2]1[C:6]([NH:7][C:8](=[O:10])[CH3:9])=[CH:5][NH:4][N:3]=1.I[C:12]1[CH:13]=[N:14][CH:15]=[CH:16][CH:17]=1.P([O-])([O-])([O-])=O.[K+].[K+].[K+].CNCCNC. The catalyst is [Cu](Cl)Cl.C(OCC)(=O)C.C(#N)C. The product is [Cl:1][C:2]1[C:6]([NH:7][C:8](=[O:10])[CH3:9])=[CH:5][N:4]([C:12]2[CH:13]=[N:14][CH:15]=[CH:16][CH:17]=2)[N:3]=1. The yield is 0.650. (3) The reactants are [NH2:1][C:2]1[CH:7]=[CH:6][C:5]([C:8]2[CH:9]=[CH:10][C:11]3[O:17][CH2:16][CH2:15][N:14]([C:18]([O:20][C:21]([CH3:24])([CH3:23])[CH3:22])=[O:19])[CH2:13][C:12]=3[CH:25]=2)=[CH:4][C:3]=1[N+:26]([O-])=O.[CH3:29][O:30][C:31]([NH:33][C:34](=NC(OC)=O)SC)=[O:32]. The catalyst is [Pd].C(O)C. The product is [CH3:29][O:30][C:31]([NH:33][C:34]1[NH:26][C:3]2[CH:4]=[C:5]([C:8]3[CH:9]=[CH:10][C:11]4[O:17][CH2:16][CH2:15][N:14]([C:18]([O:20][C:21]([CH3:24])([CH3:23])[CH3:22])=[O:19])[CH2:13][C:12]=4[CH:25]=3)[CH:6]=[CH:7][C:2]=2[N:1]=1)=[O:32]. The yield is 0.800.